From a dataset of Catalyst prediction with 721,799 reactions and 888 catalyst types from USPTO. Predict which catalyst facilitates the given reaction. (1) Reactant: [NH2:1][C:2]1[CH:9]=[CH:8][C:5]([C:6]#[N:7])=[C:4]([Cl:10])[CH:3]=1.[C:11]1(=O)[CH2:16][CH2:15][CH2:14][C:13](=[O:17])[CH2:12]1.O.C1(C)C=CC(S(O)(=O)=O)=CC=1. Product: [Cl:10][C:4]1[CH:3]=[C:2]([NH:1][C:11]2[CH2:16][CH2:15][CH2:14][C:13](=[O:17])[CH:12]=2)[CH:9]=[CH:8][C:5]=1[C:6]#[N:7]. The catalyst class is: 11. (2) Reactant: [CH2:1]([C@@H:8]1[NH:13][CH2:12][CH2:11][N:10]([C:14]2[CH:19]=[CH:18][C:17]([O:20][CH3:21])=[C:16]([O:22][CH:23]3[CH2:27][CH2:26][CH2:25][CH2:24]3)[CH:15]=2)[CH2:9]1)[C:2]1[CH:7]=[CH:6][CH:5]=[CH:4][CH:3]=1.C=O.[C:30](O[BH-](OC(=O)C)OC(=O)C)(=O)C.[Na+]. Product: [CH2:1]([C@H:8]1[CH2:9][N:10]([C:14]2[CH:19]=[CH:18][C:17]([O:20][CH3:21])=[C:16]([O:22][CH:23]3[CH2:27][CH2:26][CH2:25][CH2:24]3)[CH:15]=2)[CH2:11][CH2:12][N:13]1[CH3:30])[C:2]1[CH:3]=[CH:4][CH:5]=[CH:6][CH:7]=1. The catalyst class is: 2.